Dataset: Reaction yield outcomes from USPTO patents with 853,638 reactions. Task: Predict the reaction yield, written as a fraction of the theoretical maximum amount of product (1.0 means a 100% yield; for example, 0.34 means a 34% yield). (1) The reactants are [CH2:1]([C:5]1[N:6]=[C:7]([CH3:27])[NH:8][C:9](=[O:26])[C:10]=1[CH2:11][C:12]1[CH:17]=[CH:16][C:15]([C:18]2[C:19]([C:24]#[N:25])=[CH:20][CH:21]=[CH:22][CH:23]=2)=[CH:14][CH:13]=1)[CH2:2][CH2:3][CH3:4].N(C(N1CCCCC1)=O)=NC(N1CCCCC1)=O.C(P(CCCC)CCCC)CCC.[CH3:59][C:60]1([CH3:71])[CH2:64][C:63]2[CH:65]=[CH:66][CH:67]=[C:68]([CH2:69]O)[C:62]=2[O:61]1. The catalyst is C(OCC)(=O)C.O1CCCC1. The product is [CH2:1]([C:5]1[N:6]=[C:7]([CH3:27])[N:8]([CH2:69][C:68]2[C:62]3[O:61][C:60]([CH3:71])([CH3:59])[CH2:64][C:63]=3[CH:65]=[CH:66][CH:67]=2)[C:9](=[O:26])[C:10]=1[CH2:11][C:12]1[CH:17]=[CH:16][C:15]([C:18]2[C:19]([C:24]#[N:25])=[CH:20][CH:21]=[CH:22][CH:23]=2)=[CH:14][CH:13]=1)[CH2:2][CH2:3][CH3:4]. The yield is 0.460. (2) The reactants are C([Li])CCC.Br[C:7]1[S:11][C:10]([CH:12]2[O:16][CH2:15][CH2:14][O:13]2)=[CH:9][CH:8]=1.[CH3:17][C:18]1[S:22][C:21]([CH:23]=[O:24])=[CH:20][CH:19]=1.O. The catalyst is O1CCCC1.C(OCC)(=O)C. The product is [O:13]1[CH2:14][CH2:15][O:16][CH:12]1[C:10]1[S:11][C:7]([CH:23]([C:21]2[S:22][C:18]([CH3:17])=[CH:19][CH:20]=2)[OH:24])=[CH:8][CH:9]=1. The yield is 0.417. (3) The reactants are [H-].[Na+].[CH3:3][C:4]1([CH2:16][OH:17])[CH2:8][C:7]2[C:9]([CH3:15])=[CH:10][C:11]([CH3:14])=[C:12]([CH3:13])[C:6]=2[O:5]1.[CH3:18]I.[Cl-].[NH4+]. The catalyst is C(OCC)(=O)C.C1COCC1. The product is [CH3:18][O:17][CH2:16][C:4]1([CH3:3])[CH2:8][C:7]2[C:9]([CH3:15])=[CH:10][C:11]([CH3:14])=[C:12]([CH3:13])[C:6]=2[O:5]1. The yield is 0.660. (4) The reactants are [CH2:1]([C:3]1[CH:4]=[CH:5][C:6]([CH:9]=[CH2:10])=[N:7][CH:8]=1)[CH3:2].BrN1C(=[O:17])CCC1=O.C([O-])([O-])=O.[K+].[K+].[OH:25][C:26]1[CH:33]=[CH:32][C:29]([CH:30]=[O:31])=[CH:28][CH:27]=1. The catalyst is C(O)(C)(C)C. The product is [CH2:1]([C:3]1[CH:4]=[CH:5][C:6]([CH:9]([OH:17])[CH2:10][O:25][C:26]2[CH:33]=[CH:32][C:29]([CH:30]=[O:31])=[CH:28][CH:27]=2)=[N:7][CH:8]=1)[CH3:2]. The yield is 0.790. (5) The reactants are [N:1]([CH2:4]/[CH:5]=[CH:6]/[C:7]([O:9][CH3:10])=[O:8])=[N+:2]=[N-:3].[S:11]1C=CC=C1CC(O)=O.CCN(C(C)C)C(C)C.C1C[O:32][CH2:31][CH2:30]1. No catalyst specified. The product is [C:31]([S:11][CH:5]([CH2:4][N:1]=[N+:2]=[N-:3])[CH2:6][C:7]([O:9][CH3:10])=[O:8])(=[O:32])[CH3:30]. The yield is 0.810. (6) The reactants are BrBr.[Cl:3][CH2:4][C@@H:5]([OH:12])[CH2:6][C@@H:7]([OH:11])[CH2:8][CH:9]=[O:10].C(=O)(O)[O-].[Na+].C(=O)=O.[O-]S([O-])(=S)=O.[Na+].[Na+]. The catalyst is C(Cl)Cl.O. The product is [OH:11][C@@H:7]1[CH2:6][C@@H:5]([CH2:4][Cl:3])[O:12][C:9](=[O:10])[CH2:8]1. The yield is 0.820. (7) The reactants are [Cl:1][C:2]1[C:11]2[CH:10]=[CH:9][CH:8]=[C:7]([S:12](Cl)(=[O:14])=[O:13])[C:6]=2[CH:5]=[CH:4][N:3]=1.[CH2:16]([C:23]1[CH:53]=[C:52]([Cl:54])[CH:51]=[CH:50][C:24]=1[O:25][CH2:26][CH2:27][CH2:28][N:29]([CH:33]([C:42]1[CH:47]=[CH:46][C:45]([O:48][CH3:49])=[CH:44][CH:43]=1)[C:34]1[CH:39]=[CH:38][C:37]([O:40][CH3:41])=[CH:36][CH:35]=1)[CH2:30][CH2:31][NH2:32])[C:17]1[CH:22]=[CH:21][CH:20]=[CH:19][CH:18]=1.CCN(CC)CC. The catalyst is C(Cl)Cl. The product is [CH2:16]([C:23]1[CH:53]=[C:52]([Cl:54])[CH:51]=[CH:50][C:24]=1[O:25][CH2:26][CH2:27][CH2:28][N:29]([CH:33]([C:42]1[CH:43]=[CH:44][C:45]([O:48][CH3:49])=[CH:46][CH:47]=1)[C:34]1[CH:39]=[CH:38][C:37]([O:40][CH3:41])=[CH:36][CH:35]=1)[CH2:30][CH2:31][NH:32][S:12]([C:7]1[C:6]2[CH:5]=[CH:4][N:3]=[C:2]([Cl:1])[C:11]=2[CH:10]=[CH:9][CH:8]=1)(=[O:14])=[O:13])[C:17]1[CH:22]=[CH:21][CH:20]=[CH:19][CH:18]=1. The yield is 0.780.